From a dataset of Reaction yield outcomes from USPTO patents with 853,638 reactions. Predict the reaction yield, written as a fraction of the theoretical maximum amount of product (1.0 means a 100% yield; for example, 0.34 means a 34% yield). (1) The reactants are [OH:1][C:2]1[CH:6]=[C:5]([CH3:7])[NH:4][N:3]=1.Cl[C:9]1[CH:10]=[CH:11][C:12]([N+:17]([O-:19])=[O:18])=[C:13]([O:15][CH3:16])[CH:14]=1. No catalyst specified. The product is [CH3:7][C:5]1[NH:4][N:3]=[C:2]([O:1][C:9]2[CH:10]=[CH:11][C:12]([N+:17]([O-:19])=[O:18])=[C:13]([O:15][CH3:16])[CH:14]=2)[CH:6]=1. The yield is 0.132. (2) The reactants are [CH2:1]([CH:5]([C:12]1[C:13](=[O:23])[O:14][C:15]2[C:20]([C:21]=1[OH:22])=[CH:19][CH:18]=[CH:17][CH:16]=2)[C:6]1[CH:11]=[CH:10][CH:9]=[CH:8][CH:7]=1)[C:2]([CH3:4])=[O:3].[C:24](Cl)(=[O:42])[CH2:25][CH2:26][CH2:27][CH2:28][CH2:29][CH2:30][CH2:31]/[CH:32]=[CH:33]/[CH2:34][CH2:35][CH2:36][CH2:37][CH2:38][CH2:39][CH2:40][CH3:41]. The catalyst is O1CCOCC1.N1C=CC=CC=1. The product is [CH2:1]([CH:5]([C:12]1[C:13](=[O:23])[O:14][C:15]2[C:20]([C:21]=1[O:22][C:24](=[O:42])[CH2:25][CH2:26][CH2:27][CH2:28][CH2:29][CH2:30][CH2:31]/[CH:32]=[CH:33]/[CH2:34][CH2:35][CH2:36][CH2:37][CH2:38][CH2:39][CH2:40][CH3:41])=[CH:19][CH:18]=[CH:17][CH:16]=2)[C:6]1[CH:7]=[CH:8][CH:9]=[CH:10][CH:11]=1)[C:2]([CH3:4])=[O:3]. The yield is 0.700. (3) The reactants are [CH3:1][C:2]1[C:7]([CH2:8][NH2:9])=[C:6]([CH3:10])[CH:5]=[C:4]([CH3:11])[C:3]=1[CH2:12][NH2:13].S(C1C=CC(C)=CC=1)([O-])(=O)=O.N1([C:34]([NH2:36])=[NH2+:35])C2C=CC=CC=2N=N1.C([N:40]([CH2:44]C)C(C)C)(C)C.C[N:47](C)C=O. The catalyst is C(OCC)C. The product is [NH:13]([CH2:12][C:3]1[C:2]([CH3:1])=[C:7]([C:6]([CH3:10])=[CH:5][C:4]=1[CH3:11])[CH2:8][NH:9][C:34]([NH2:36])=[NH:35])[C:44]([NH2:40])=[NH:47]. The yield is 0.440.